Dataset: Full USPTO retrosynthesis dataset with 1.9M reactions from patents (1976-2016). Task: Predict the reactants needed to synthesize the given product. (1) Given the product [N:8]1([C:6]2[N:5]3[N:14]=[C:15]([C:17]4[CH:22]=[CH:21][CH:20]=[CH:19][CH:18]=4)[CH:16]=[C:4]3[N:3]=[C:2]([NH:24][NH2:25])[CH:7]=2)[CH2:13][CH2:12][O:11][CH2:10][CH2:9]1, predict the reactants needed to synthesize it. The reactants are: Cl[C:2]1[CH:7]=[C:6]([N:8]2[CH2:13][CH2:12][O:11][CH2:10][CH2:9]2)[N:5]2[N:14]=[C:15]([C:17]3[CH:22]=[CH:21][CH:20]=[CH:19][CH:18]=3)[CH:16]=[C:4]2[N:3]=1.O.[NH2:24][NH2:25].O. (2) Given the product [Br:12][C:8]1[N:9]=[C:10]([OH:13])[C:5]([NH:4][CH:1]([CH3:3])[CH3:2])=[N:6][CH:7]=1, predict the reactants needed to synthesize it. The reactants are: [CH:1]([NH:4][C:5]1[C:10](Br)=[N:9][C:8]([Br:12])=[CH:7][N:6]=1)([CH3:3])[CH3:2].[OH-:13].[K+]. (3) Given the product [Cl:22][C:23]1[C:31]([F:32])=[C:30]([Cl:33])[CH:29]=[CH:28][C:24]=1[C:25]([N:13]1[CH2:12][CH2:11][N:10]2[C:6]([C:5]3[S:1][N:2]=[CH:3][N:4]=3)=[N:7][N:8]=[C:9]2[CH2:14]1)=[O:26], predict the reactants needed to synthesize it. The reactants are: [S:1]1[C:5]([C:6]2[N:10]3[CH2:11][CH2:12][NH:13][CH2:14][C:9]3=[N:8][N:7]=2)=[N:4][CH:3]=[N:2]1.C(N(CC)CC)C.[Cl:22][C:23]1[C:31]([F:32])=[C:30]([Cl:33])[CH:29]=[CH:28][C:24]=1[C:25](Cl)=[O:26].C([O-])(O)=O.[Na+]. (4) Given the product [C:11]([O:10][C:9]([NH:1][CH2:2][CH2:3][CH2:4][CH2:5][CH2:6][CH2:7][OH:8])=[O:15])([CH3:14])([CH3:13])[CH3:12], predict the reactants needed to synthesize it. The reactants are: [NH2:1][CH2:2][CH2:3][CH2:4][CH2:5][CH2:6][CH2:7][OH:8].[C:9](=O)([O:15]C(C)(C)C)[O:10][C:11]([CH3:14])([CH3:13])[CH3:12]. (5) Given the product [CH3:33][C:31]1[NH:30][N:29]=[C:28]([NH:27][C:25]2[CH:24]=[CH:23][N:22]=[C:21]([NH:1][C:2]3[CH:19]=[CH:18][C:5]4[N:6]=[C:7]([NH:9][C:10](=[O:17])[C:11]5[CH:16]=[CH:15][CH:14]=[CH:13][CH:12]=5)[S:8][C:4]=4[CH:3]=3)[N:26]=2)[CH:32]=1, predict the reactants needed to synthesize it. The reactants are: [NH2:1][C:2]1[CH:19]=[CH:18][C:5]2[N:6]=[C:7]([NH:9][C:10](=[O:17])[C:11]3[CH:16]=[CH:15][CH:14]=[CH:13][CH:12]=3)[S:8][C:4]=2[CH:3]=1.Cl[C:21]1[N:26]=[C:25]([NH:27][C:28]2[CH:32]=[C:31]([CH3:33])[NH:30][N:29]=2)[CH:24]=[CH:23][N:22]=1. (6) The reactants are: BrC1C=CC=C2C=1C(C1C(O)=CC3OCOC=3C=1)[C:5](=[O:16])N2CCCCC.[OH:27][C:28]1[CH:36]=[C:35]2[C:31]([CH2:32][CH2:33][CH2:34]2)=[CH:30][C:29]=1[CH:37]1[C:45]2[C:40](=[CH:41][CH:42]=[CH:43][CH:44]=2)[N:39]([CH2:46][C:47]([O:49][CH2:50][CH3:51])=[O:48])[C:38]1=[O:52]. Given the product [OH:27][C:28]1[CH:36]=[C:35]2[C:31]([CH2:32][CH2:33][CH2:34]2)=[CH:30][C:29]=1[C:37]1([CH2:5][OH:16])[C:45]2[C:40](=[CH:41][CH:42]=[CH:43][CH:44]=2)[N:39]([CH2:46][C:47]([O:49][CH2:50][CH3:51])=[O:48])[C:38]1=[O:52], predict the reactants needed to synthesize it.